From a dataset of Full USPTO retrosynthesis dataset with 1.9M reactions from patents (1976-2016). Predict the reactants needed to synthesize the given product. The reactants are: N1C=CN=C1.[C:6]1([P:12](Cl)([C:14]2[CH:19]=[CH:18][CH:17]=[CH:16][CH:15]=2)=[O:13])[CH:11]=[CH:10][CH:9]=[CH:8][CH:7]=1.[C:21]([O:25][C:26]([N:28]1[C:36]2[C:31](=[CH:32][C:33]([OH:37])=[CH:34][CH:35]=2)[C:30]([CH:38]2[CH2:46][C:45]3[C:40](=[CH:41][CH:42]=[CH:43][CH:44]=3)[N:39]2[C:47]([O:49][C:50]([CH3:53])([CH3:52])[CH3:51])=[O:48])=[N:29]1)=[O:27])([CH3:24])([CH3:23])[CH3:22]. Given the product [C:21]([O:25][C:26]([N:28]1[C:36]2[C:31](=[CH:32][C:33]([O:37][P:12]([C:14]3[CH:15]=[CH:16][CH:17]=[CH:18][CH:19]=3)([C:6]3[CH:11]=[CH:10][CH:9]=[CH:8][CH:7]=3)=[O:13])=[CH:34][CH:35]=2)[C:30]([CH:38]2[CH2:46][C:45]3[C:40](=[CH:41][CH:42]=[CH:43][CH:44]=3)[N:39]2[C:47]([O:49][C:50]([CH3:53])([CH3:52])[CH3:51])=[O:48])=[N:29]1)=[O:27])([CH3:24])([CH3:23])[CH3:22], predict the reactants needed to synthesize it.